From a dataset of Peptide-MHC class I binding affinity with 185,985 pairs from IEDB/IMGT. Regression. Given a peptide amino acid sequence and an MHC pseudo amino acid sequence, predict their binding affinity value. This is MHC class I binding data. (1) The peptide sequence is RLEDVFAGK. The MHC is HLA-A23:01 with pseudo-sequence HLA-A23:01. The binding affinity (normalized) is 0. (2) The peptide sequence is RTDNGGWAH. The MHC is HLA-A01:01 with pseudo-sequence HLA-A01:01. The binding affinity (normalized) is 0.616.